From a dataset of Reaction yield outcomes from USPTO patents with 853,638 reactions. Predict the reaction yield, written as a fraction of the theoretical maximum amount of product (1.0 means a 100% yield; for example, 0.34 means a 34% yield). (1) The reactants are [O:1]1[CH2:6][CH2:5][N:4]([C:7]2[N:12]=[C:11]([N:13]3[CH2:18][CH2:17][O:16][CH2:15][CH2:14]3)[N:10]=[C:9]([C:19]3[CH:24]=[CH:23][C:22]([NH:25][C:26](=[O:37])[NH:27][C:28]4[CH:36]=[CH:35][C:31]([C:32](O)=[O:33])=[CH:30][CH:29]=4)=[CH:21][CH:20]=3)[N:8]=2)[CH2:3][CH2:2]1.CCN(C(C)C)C(C)C.CN(C(ON1N=NC2C=CC=CC1=2)=[N+](C)C)C.F[P-](F)(F)(F)(F)F.[N:71]1([CH:76]2[CH2:81][CH2:80][NH:79][CH2:78][CH2:77]2)[CH2:75][CH2:74][CH2:73][CH2:72]1. The catalyst is CN1C(=O)CCC1. The product is [O:16]1[CH2:17][CH2:18][N:13]([C:11]2[N:12]=[C:7]([N:4]3[CH2:3][CH2:2][O:1][CH2:6][CH2:5]3)[N:8]=[C:9]([C:19]3[CH:24]=[CH:23][C:22]([NH:25][C:26]([NH:27][C:28]4[CH:29]=[CH:30][C:31]([C:32]([N:79]5[CH2:80][CH2:81][CH:76]([N:71]6[CH2:75][CH2:74][CH2:73][CH2:72]6)[CH2:77][CH2:78]5)=[O:33])=[CH:35][CH:36]=4)=[O:37])=[CH:21][CH:20]=3)[N:10]=2)[CH2:14][CH2:15]1. The yield is 0.580. (2) The reactants are [F:1][C:2]1[CH:7]=[C:6]([B:8]2[O:12][C:11]([CH3:14])([CH3:13])[C:10]([CH3:16])([CH3:15])[O:9]2)[CH:5]=[CH:4][C:3]=1[OH:17].[CH2:18]([O:20][C:21](=[O:26])[CH2:22][CH2:23][CH2:24]Br)[CH3:19].C([O-])([O-])=O.[Cs+].[Cs+]. The catalyst is CN(C=O)C. The product is [CH2:18]([O:20][C:21](=[O:26])[CH2:22][CH2:23][CH2:24][O:17][C:3]1[CH:4]=[CH:5][C:6]([B:8]2[O:12][C:11]([CH3:13])([CH3:14])[C:10]([CH3:16])([CH3:15])[O:9]2)=[CH:7][C:2]=1[F:1])[CH3:19]. The yield is 0.630.